Task: Predict the reactants needed to synthesize the given product.. Dataset: Full USPTO retrosynthesis dataset with 1.9M reactions from patents (1976-2016) Given the product [CH2:23]([C:12]1[CH:13]=[C:14]([OH:15])[C:9](=[O:8])[NH:10][N:11]=1)[CH3:24], predict the reactants needed to synthesize it. The reactants are: C([O:8][C:9]1[N:10]=[N:11][C:12]([C:23]#[CH:24])=[CH:13][C:14]=1[O:15]CC1C=CC=CC=1)C1C=CC=CC=1.